From a dataset of Human Reference Interactome with 51,813 positive PPI pairs across 8,248 proteins, plus equal number of experimentally-validated negative pairs. Binary Classification. Given two protein amino acid sequences, predict whether they physically interact or not. (1) Protein 1 (ENSG00000171916) has sequence MAFSGCQAPYLSPAVPFSGTIQGGLQDGFQITVNGAVLSCSGTRFAVDFQTGFSGNDIAFHFNPRFEDGGYVVCNTRQKGTWGPEERKMHMPFQKGMPFDLCFLVQSSDFKVMVNGSLFVQYFHRVPFHRVDTISVNGSVQLSYISFQNPRAVPVQPAFSTVPFSQPVCFPPRPRGRRQKPPSVRPANPAPITQTVIHTVQSASGQMFSQTPAIPPMMYPHPAYPMPFITTIPGGLYPSKSIILSGTVLPSAQRFHINLCSGSHIAFHMNPRFDENAVVRNTQINNSWGSEERSLPRKMP.... Protein 2 (ENSG00000204279) has sequence MSGHQRTRSRSRERRDDQDSNHPVGAVVAQELPSNDQLQQEEPPIESQDYTPGQERDEGALDFQVLGLAAYLWELTRSKTGGERGDGPNVKGEFLPNLEPVKIPEAGEGQPSV*. Result: 0 (the proteins do not interact). (2) Protein 1 (ENSG00000112137) has sequence MDYPKMDYFLDVESAHRLLDVESAQRFFYSQGAQARRATLLLPPTLMAASSEDDIDRRPIRRVRSKSDTPYLAEARISFNLGAAEEVERLAAMRSDSLVPGTHTPPIRRRSKFANLGRIFKPWKWRKKKSEKFKHTSAALERKISMRQSREELIKRGVLKEIYDKDGELSISNEEDSLENGQSLSSSQLSLPALSEMEPVPMPRDPCSYEVLQPSDIMDGPDPGAPVKLPCLPVKLSPPLPPKKVMICMPVGGPDLSLVSYTAQKSGQQGVAQHHHTVLPSQIQHQLQYGSHGQHLPSTT.... Protein 2 (ENSG00000198429) has sequence MPCCSHRRCREDPGTSESQEMEEWALLDISQRKLYKEVMLETFRNLTSVGKSWKDQNIEYEYQNPRRNFRSLIEKKVNEIKDDSHCGETFTQVPDDRLNFQEKKASPEIKSCDSFVCGEVGLGNSSFNMNIRGDIGHKAYEYQEYGPKP*MPCCSHRRCREDPGTSESQEMDPVAFDDVAVNFTQEEWALLDISQRKLYKEVMLETFRNLTSVGKSWKDQNIEYEYQNPRRNFRSLIEKKVNEIKDDSHCGETFTQVPDDRLNFQEKKASPEIKSCDSFVCGEVGLGNSSFNMNIRGDIG.... Result: 0 (the proteins do not interact). (3) Protein 1 (ENSG00000215251) has sequence MAATLKSLKLVRYRAFCSPSAFGAVRSVSYWNVSSTQHGGQDPPEHISLCHSAKKVKNICSTFSSRRILTTSSAHPGLEFSKTSSSKASTLQLGSPRATGVDEEDVEVFDSFENMRVFLQLRPEYRVHSYNASETSQLLSVSEGELILHKVRVNQNNLQAQVIVDYLCKLSSLPAEQHPVLLGSTSFALLCQLSVKKIQLFDTQDLINVLKAFVILGIPHSHSMLDVYETKCCHQVWEMNMDQLLLVADLWRYLGRKVPRFLNIFSSYLNLHWKDLSLSQLVHLIYVIGENRQVSQDLMQ.... Protein 2 (ENSG00000122299) has sequence MSNVSEERRKRQQNIKEGLQFIQSPLSYPGTQEQYAVYLRALVRNLFNEGNDVYREHDWNNSISQYTEALNIADYAKSEEILIPKEIIEKLYINRIACYSNMGFHDKVLEDCNIVLSLNASNCKALYRKSKALSDLGRYKKAYDAVAKCSLAVPQDEHVIKLTQELAQKLGFKIRKAYVRAELSLKSVPGDGATKALNHSVEDIEPDLLTPRQEAVPVVSLPAPSFSHEVGSELASVPVMPLTSILPLQVEESALPSAVLANGGKMPFTMPEAFLDDGDMVLGDELDDLLDSAPETNETV.... Result: 0 (the proteins do not interact). (4) Protein 1 (ENSG00000125249) has sequence MREYKVVVLGSGGVGKSALTVQFVTGTFIEKYDPTIEDFYRKEIEVDSSPSVLEILDTAGTEQFASMRDLYIKNGQGFILVYSLVNQQSFQDIKPMRDQIIRVKRYEKVPVILVGNKVDLESEREVSSSEGRALAEEWGCPFMETSAKSKTMVDELFAEIVRQMNYAAQPDKDDPCCSACNIQ*MREYKVVVLGSGGVGKSALTVQFVTGTFIEKYDPTIEDFYRKEIEVDSSPSVLEILDTAGTEQFASMRDLYIKNGQGFILVYSLVNQQSFQDIKPMRDQIIRVKRPML*. Protein 2 (ENSG00000241935) has sequence XSGGDVTRIGLIVHKTRKQDFQVLAGSAGFLMASYALGAVGGVCALANVLGAQVCQLERLCCTGQWEDAQKLQHRLIEPNAAKIL*MLGPQVWSSVRQGLSRSLSRNVGVWASGEGKKVDIAGIYPPVTTPFTATAEVDYGKLEENLHKLGTFPFRGAVGGVCALANVLGAQVCQLERLCCTGQWEDAQKLQHRLIEPNAAVTRRFGIPGLKKIMDWFGYYGGPCRAPLQELSPAEEEALRMDFTSNGWL*MLGPQVWSSVRQGLSRSLSRNVGVWASGEGKKVDIAGIYPPVTTPFTAT.... Result: 0 (the proteins do not interact). (5) Protein 1 (ENSG00000173548) has sequence MALKGRALYDFHSENKEEISIQQDEDLVIFSETSLDGWLQGQNSRGETGLFPASYVEIVRSGISTNHADYSSSPAGSPGAQVSLYNSPSVASPARSGGGSGFLSNQGSFEEDDDDDWDDWDDGCTVVEEPRAGGLGTNGHPPLNLSYPGAYPSQHMAFRPKPPLERQDSLASAKRGSVVGRNLNRFSCFVRSGVEAFILGDVPMMAKIAETYSIEMGPRGPQWKANPHPFACSVEDPTKQTKFKGIKSYISYKLTPTHAASPVYRRYKHFDWLYNRLLHKFTVISVPHLPEKQATGRFEE.... Protein 2 (ENSG00000221867) has sequence MPLEQRSQHCKPEEGLEARGEALGLVGAQAPATEEQEAASSSSTLVEVTLGEVPAAESPDPPQSPQGASSLPTTMNYPLWSQSYEDSSNQEEEGPSTFPDLESEFQAALSRKVAELVHFLLLKYRAREPVTKAEMLGSVVGNWQYFFPVIFSKASSSLQLVFGIELMEVDPIGHLYIFATCLGLSYDGLLGDNQIMPKAGLLIIVLAIIAREGDCAPEEKIWEELSVLEVFEGREDSILGDPKKLLTQHFVQENYLEYRQVPGSDPACYEFLWGPRALVETSYVKVLHHMVKISGGPHIS.... Result: 0 (the proteins do not interact). (6) Protein 1 (ENSG00000176055) has sequence MSALEWYAHKSLGDGIFWIQERFYESGNRANIWLVRGSEQDVVIDTGLGLRSLPEYLYSSGLLQDREAKEDAARRPLLAVATHVHFDHSGGLYQFDRVAVHHAEAEALARGDNFETVTWLSDSEVVRTPSPGWRARQFRVQAVQPTLILQDGDVINLGDRQLTVMHMPGHSRGSICLHDKDRKILFSGDVVYDGSLIDWLPYSRISDYVGTCERLIELVDRGLVEKVLPGHFNTFGAERLFRLASNYISKAGICHKVSTFAMRSLASLALRVTNSRTSP*MSALEWYAHKSLGDGIFWIQ.... Protein 2 (ENSG00000072195) has sequence MQKARGTRGEDAGTRAPPSPGVPPKRAKVGAGGGAPVAVAGAPVFLRPLKNAAVCAGSDVRLRVVVSGTPQPSLRWFRDGQLLPAPAPEPSCLWLRRCGAQDAGVYSCMAQNERGRASCEAVLTVLEVGDSETAEDDISDVQGTQRLELRDDGAFSTPTGGSDTLVGTSLDTPPTSVTGTSEEQVSWWGSGQTVLEQEAGSGGGTRRLPGSPRQAQATGAGPRHLGVEPLVRASRANLVGASWGSEDSLSVASDLYGSAFSLYRGRALSIHVSVPQSGLRREEPDLQPQLASEAPRRPAQ.... Result: 0 (the proteins do not interact).